Predict the reactants needed to synthesize the given product. From a dataset of Full USPTO retrosynthesis dataset with 1.9M reactions from patents (1976-2016). (1) Given the product [C:32]([N:31]1[CH:26]2[CH2:39][CH:30]1[CH2:29][N:28]([C:4]1[N:5]=[C:6]([O:25][C:22]3[CH:21]=[CH:20][C:19]([O:12][C:13]4[CH:18]=[CH:17][CH:16]=[CH:15][CH:14]=4)=[CH:24][CH:23]=3)[C:7]([C:8]([NH2:10])=[O:9])=[CH:2][N:46]=1)[CH2:27]2)(=[O:34])[CH:41]=[CH2:42], predict the reactants needed to synthesize it. The reactants are: Cl[C:2]1[C:7]([C:8]([NH2:10])=[O:9])=[CH:6][N:5]=[C:4](Cl)C=1.[O:12]([C:19]1[CH:24]=[CH:23][C:22]([OH:25])=[CH:21][CH:20]=1)[C:13]1[CH:18]=[CH:17][CH:16]=[CH:15][CH:14]=1.[CH:26]12[CH2:39][CH:30]([N:31]1[C:32]([O:34]C(C)(C)C)=O)[CH2:29][NH:28][CH2:27]2.C(O)(=O)[CH:41]=[CH2:42].C(C1C=CC(C2CCN(C(OC(C)(C)C)=O)CC=2)=NC=1NC1C=CC(CCN2CCCC2)=CC=1)(=O)[NH2:46]. (2) The reactants are: [CH2:1]([C:3]1[NH:13][C:6]2=[N:7][C:8]([CH3:12])=[CH:9][C:10]([CH3:11])=[C:5]2[N:4]=1)[CH3:2].[OH-].[Li+].[I-].[CH:17]1[C:27]2[CH2:26][CH2:25][C:24]3[CH:28]=[CH:29][CH:30]=[CH:31][C:23]=3[NH:22][C:21]=2[CH:20]=[CH:19][C:18]=1[CH2:32][N+]1(C)CCCCC1.O. Given the product [CH2:1]([C:3]1[N:13]([CH2:32][C:18]2[CH:19]=[CH:20][C:21]3[NH:22][C:23]4[CH:31]=[CH:30][CH:29]=[CH:28][C:24]=4[CH2:25][CH2:26][C:27]=3[CH:17]=2)[C:6]2=[N:7][C:8]([CH3:12])=[CH:9][C:10]([CH3:11])=[C:5]2[N:4]=1)[CH3:2], predict the reactants needed to synthesize it. (3) Given the product [CH2:1]([NH:8][C:9]1[N:14]2[N:15]=[CH:16][C:17]([Br:18])=[C:13]2[N:12]=[CH:11][C:10]=1[C:19]([N:33]1[CH2:34][CH2:35][CH:30]([C:25]2[CH:26]=[CH:27][CH:28]=[CH:29][C:24]=2[CH3:23])[CH2:31][CH2:32]1)=[O:21])[C:2]1[CH:3]=[CH:4][CH:5]=[CH:6][CH:7]=1, predict the reactants needed to synthesize it. The reactants are: [CH2:1]([NH:8][C:9]1[N:14]2[N:15]=[CH:16][C:17]([Br:18])=[C:13]2[N:12]=[CH:11][C:10]=1[C:19]([OH:21])=O)[C:2]1[CH:7]=[CH:6][CH:5]=[CH:4][CH:3]=1.Cl.[CH3:23][C:24]1[CH:29]=[CH:28][CH:27]=[CH:26][C:25]=1[CH:30]1[CH2:35][CH2:34][NH:33][CH2:32][CH2:31]1. (4) Given the product [NH2:1][C:2]1[S:3][C:4]([C:8]([OH:10])=[O:9])=[C:5]([CH3:7])[N:6]=1, predict the reactants needed to synthesize it. The reactants are: [NH2:1][C:2]1[S:3][C:4]([C:8]([O:10]CC)=[O:9])=[C:5]([CH3:7])[N:6]=1.[OH-].[Li+]. (5) Given the product [Cl:19][C:20]1[C:25]([NH:26][S:27]([C:30]2[CH:35]=[CH:34][C:33]([F:36])=[CH:32][C:31]=2[F:37])(=[O:29])=[O:28])=[CH:24][C:23]([C:2]2[CH:3]=[CH:4][C:5]3[N:6]=[CH:7][N:8]=[C:9]([NH:12][CH:13]4[CH2:18][CH2:17][O:16][CH2:15][CH2:14]4)[C:10]=3[N:11]=2)=[CH:22][N:21]=1, predict the reactants needed to synthesize it. The reactants are: Cl[C:2]1[CH:3]=[CH:4][C:5]2[N:6]=[CH:7][N:8]=[C:9]([NH:12][CH:13]3[CH2:18][CH2:17][O:16][CH2:15][CH2:14]3)[C:10]=2[N:11]=1.[Cl:19][C:20]1[C:25]([NH:26][S:27]([C:30]2[CH:35]=[CH:34][C:33]([F:36])=[CH:32][C:31]=2[F:37])(=[O:29])=[O:28])=[CH:24][C:23](B2OC(C)(C)C(C)(C)O2)=[CH:22][N:21]=1.C(=O)(O)[O-].[Na+]. (6) Given the product [CH3:1][O:2][C:3]1[CH:4]=[C:5]2[C:10](=[CH:11][C:12]=1[O:13][CH3:14])[N:9]=[CH:8][CH:7]=[C:6]2[O:15][C:16]1[CH:22]=[CH:21][C:19]([NH:20][C:39]([NH:38][C:36](=[O:37])[C:33]2[CH:32]=[CH:31][C:30]([N+:27]([O-:29])=[O:28])=[CH:35][CH:34]=2)=[S:40])=[CH:18][C:17]=1[F:23], predict the reactants needed to synthesize it. The reactants are: [CH3:1][O:2][C:3]1[CH:4]=[C:5]2[C:10](=[CH:11][C:12]=1[O:13][CH3:14])[N:9]=[CH:8][CH:7]=[C:6]2[O:15][C:16]1[CH:22]=[CH:21][C:19]([NH2:20])=[CH:18][C:17]=1[F:23].C(O)C.[N+:27]([C:30]1[CH:35]=[CH:34][C:33]([C:36]([N:38]=[C:39]=[S:40])=[O:37])=[CH:32][CH:31]=1)([O-:29])=[O:28].